Dataset: Reaction yield outcomes from USPTO patents with 853,638 reactions. Task: Predict the reaction yield, written as a fraction of the theoretical maximum amount of product (1.0 means a 100% yield; for example, 0.34 means a 34% yield). (1) The yield is 0.890. The product is [CH2:19]([N:13]([CH2:6][C:7]1[CH:8]=[CH:9][CH:10]=[CH:11][CH:12]=1)[C@@H:14]([CH2:17][CH3:18])[C@H:15]([OH:16])[CH3:4])[C:20]1[CH:21]=[CH:22][CH:23]=[CH:24][CH:25]=1. The catalyst is CCOCC. The reactants are S(C)C.[CH3:4][Li].[CH2:6]([N:13]([CH2:19][C:20]1[CH:25]=[CH:24][CH:23]=[CH:22][CH:21]=1)[C@@H:14]([CH2:17][CH3:18])[CH:15]=[O:16])[C:7]1[CH:12]=[CH:11][CH:10]=[CH:9][CH:8]=1. (2) The reactants are P([O-])([O-])([O-])=O.[K+].[K+].[K+].[CH:9]1([B-](F)(F)F)[CH2:11][CH2:10]1.[K+].Cl[C:18]1[C:23]2[O:24][CH:25]([CH3:29])[C:26](=[O:28])[NH:27][C:22]=2[CH:21]=[C:20]([CH:30]=[O:31])[CH:19]=1.C1(P(C2CCCCC2)C2C=CC=CC=2C2C(OC(C)C)=CC=CC=2OC(C)C)CCCCC1. The catalyst is C1(C)C=CC=CC=1.O. The product is [CH:9]1([C:18]2[C:23]3[O:24][CH:25]([CH3:29])[C:26](=[O:28])[NH:27][C:22]=3[CH:21]=[C:20]([CH:30]=[O:31])[CH:19]=2)[CH2:11][CH2:10]1. The yield is 0.552. (3) The reactants are [C:1]([C:3]1[CH:12]=[C:11]2[C:6]([NH:7][CH2:8][C:9](=[O:13])[NH:10]2)=[CH:5][CH:4]=1)#[N:2].C([O-])([O-])=O.[K+].[K+].C1OCCOCCOCCOCCOCCOC1.Br[CH2:39][C:40]([C:42]1[CH:47]=[CH:46][C:45]([Br:48])=[CH:44][CH:43]=1)=[O:41]. The catalyst is C1COCC1.CCOC(C)=O. The product is [C:1]([C:3]1[CH:12]=[C:11]2[C:6]([NH:7][CH2:8][C:9](=[O:13])[N:10]2[CH2:39][C:40]([C:42]2[CH:47]=[CH:46][C:45]([Br:48])=[CH:44][CH:43]=2)=[O:41])=[CH:5][CH:4]=1)#[N:2]. The yield is 0.378. (4) The catalyst is O1CCCC1. The product is [Cl:21][C:22]1[CH:28]=[C:27]([Cl:29])[CH:26]=[CH:25][C:23]=1[NH:24][C:2]1[C:3]2[CH2:13][N:12]([C:14]([O:16][C:17]([CH3:20])([CH3:19])[CH3:18])=[O:15])[CH2:11][CH2:10][C:4]=2[N:5]=[C:6]([S:8][CH3:9])[N:7]=1. The reactants are Cl[C:2]1[C:3]2[CH2:13][N:12]([C:14]([O:16][C:17]([CH3:20])([CH3:19])[CH3:18])=[O:15])[CH2:11][CH2:10][C:4]=2[N:5]=[C:6]([S:8][CH3:9])[N:7]=1.[Cl:21][C:22]1[CH:28]=[C:27]([Cl:29])[CH:26]=[CH:25][C:23]=1[NH2:24].C[Si]([N-][Si](C)(C)C)(C)C.[Na+]. The yield is 0.610. (5) The reactants are Br[C:2]1[CH:3]=[C:4]2[C:9](=[CH:10][CH:11]=1)[C:8](=[O:12])[NH:7][N:6]=[C:5]2[Cl:13].[C:14]([O:18][C:19]([N:21]1[CH2:28][CH:27]2[CH:23]([CH2:24][N:25]([C:29]3[CH:34]=[CH:33][CH:32]=[CH:31][C:30]=3[CH2:35][NH2:36])[CH2:26]2)[CH2:22]1)=[O:20])([CH3:17])([CH3:16])[CH3:15].C1C=CC(P(C2C(C3C(P(C4C=CC=CC=4)C4C=CC=CC=4)=CC=C4C=3C=CC=C4)=C3C(C=CC=C3)=CC=2)C2C=CC=CC=2)=CC=1.CC([O-])(C)C.[Na+]. The catalyst is CC(N(C)C)=O.C1C=CC(/C=C/C(/C=C/C2C=CC=CC=2)=O)=CC=1.C1C=CC(/C=C/C(/C=C/C2C=CC=CC=2)=O)=CC=1.C1C=CC(/C=C/C(/C=C/C2C=CC=CC=2)=O)=CC=1.[Pd].[Pd]. The product is [C:14]([O:18][C:19]([N:21]1[CH2:22][CH:23]2[CH:27]([CH2:26][N:25]([C:29]3[CH:34]=[CH:33][CH:32]=[CH:31][C:30]=3[CH2:35][NH:36][C:2]3[CH:3]=[C:4]4[C:9](=[CH:10][CH:11]=3)[C:8](=[O:12])[NH:7][N:6]=[C:5]4[Cl:13])[CH2:24]2)[CH2:28]1)=[O:20])([CH3:17])([CH3:15])[CH3:16]. The yield is 0.190. (6) The reactants are [Cl:1][C:2]1[N:3]=[C:4]([N:13]2[CH2:18][CH2:17][O:16][CH2:15][CH2:14]2)[C:5]2[S:10][C:9]([CH:11]=O)=[N:8][C:6]=2[N:7]=1.[NH:19]1[CH2:24][CH2:23][CH:22]([C:25]([OH:28])([CH3:27])[CH3:26])[CH2:21][CH2:20]1.C(O[BH-](OC(=O)C)OC(=O)C)(=O)C.[Na+]. The catalyst is ClCCCl. The product is [Cl:1][C:2]1[N:3]=[C:4]([N:13]2[CH2:18][CH2:17][O:16][CH2:15][CH2:14]2)[C:5]2[S:10][C:9]([CH2:11][N:19]3[CH2:24][CH2:23][CH:22]([C:25]([OH:28])([CH3:27])[CH3:26])[CH2:21][CH2:20]3)=[N:8][C:6]=2[N:7]=1. The yield is 0.600. (7) The reactants are [C:1]([NH:5][C:6]1[CH:11]=[CH:10][C:9]([N+:12]([O-:14])=[O:13])=[CH:8][CH:7]=1)([CH3:4])([CH3:3])[CH3:2].[H-].[Na+].[CH2:17](I)[CH3:18]. The catalyst is CN(C=O)C. The product is [C:1]([N:5]([CH2:17][CH3:18])[C:6]1[CH:11]=[CH:10][C:9]([N+:12]([O-:14])=[O:13])=[CH:8][CH:7]=1)([CH3:4])([CH3:2])[CH3:3]. The yield is 0.400. (8) The reactants are Cl[C:2]1[C:7]([NH2:8])=[C:6]([Cl:9])[N:5]=[CH:4][N:3]=1.C(N(CC)CC)C.[NH2:17][CH2:18][C@H:19]([NH:23][C:24]([O:26][C:27]([CH3:30])([CH3:29])[CH3:28])=[O:25])[C:20]([OH:22])=[O:21].CCO. The catalyst is C(O)CCC. The product is [NH2:8][C:7]1[C:2]([NH:17][CH2:18][C@H:19]([NH:23][C:24]([O:26][C:27]([CH3:30])([CH3:29])[CH3:28])=[O:25])[C:20]([OH:22])=[O:21])=[N:3][CH:4]=[N:5][C:6]=1[Cl:9]. The yield is 0.529. (9) The reactants are Cl[C:2]1[C:11]([C:12]([OH:14])=[O:13])=[CH:10][C:9]2[C:4](=[CH:5][CH:6]=[C:7]([Cl:15])[CH:8]=2)[N:3]=1.[Cl:16][C:17]1[CH:28]=[CH:27][C:20]([CH2:21][C@@H:22]([C:24]([OH:26])=[O:25])[NH2:23])=[CH:19][CH:18]=1. No catalyst specified. The product is [C:24]([C@@H:22]([NH:23][C:2]1[C:11]([C:12]([OH:14])=[O:13])=[CH:10][C:9]2[C:4](=[CH:5][CH:6]=[C:7]([Cl:15])[CH:8]=2)[N:3]=1)[CH2:21][C:20]1[CH:27]=[CH:28][C:17]([Cl:16])=[CH:18][CH:19]=1)([OH:26])=[O:25]. The yield is 0.630. (10) The reactants are [CH:1]1N=C[N:3]([C:6]([N:8]2C=N[CH:10]=[CH:9]2)=[O:7])[CH:2]=1.[C:13]([C:17]1[CH:18]=[CH:19][C:20]([C:24]2[CH:28]=[C:27]([CH3:29])[NH:26][C:25]=2[CH3:30])=C(C=1)N)([CH3:16])([CH3:15])[CH3:14].[CH3:31][NH:32][C:33]([C:35]1[CH:40]=[C:39]([O:41][C:42]2[CH:48]=CC(N)=[CH:44][CH:43]=2)[CH:38]=[CH:37][N:36]=1)=[O:34]. The catalyst is C(Cl)Cl.CCOC(C)=O. The product is [C:13]([C:17]1[CH:18]=[CH:19][C:20]([C:24]2[CH:28]=[C:27]([CH3:29])[NH:26][C:25]=2[CH3:30])=[C:9]([NH:8][C:6]([NH:3][C:2]2[CH:1]=[CH:48][C:42]([O:41][C:39]3[CH:38]=[CH:37][N:36]=[C:35]([C:33](=[O:34])[NH:32][CH3:31])[CH:40]=3)=[CH:43][CH:44]=2)=[O:7])[CH:10]=1)([CH3:14])([CH3:15])[CH3:16]. The yield is 0.240.